Dataset: Catalyst prediction with 721,799 reactions and 888 catalyst types from USPTO. Task: Predict which catalyst facilitates the given reaction. (1) Reactant: Br[C:2]1[CH:3]=[C:4]2[C:9](=[CH:10][CH:11]=1)[N:8]=[C:7]([O:12][CH3:13])[C:6]([CH2:14][C:15]1[CH:20]=[CH:19][C:18]([C:21]([F:24])([F:23])[F:22])=[CH:17][CH:16]=1)=[C:5]2[Cl:25].[Li]CCCC.[CH3:31][N:32]1[C:36]([CH:37]=[O:38])=[CH:35][N:34]=[CH:33]1.C(=O)=O. Product: [Cl:25][C:5]1[C:4]2[C:9](=[CH:10][CH:11]=[C:2]([CH:37]([C:36]3[N:32]([CH3:31])[CH:33]=[N:34][CH:35]=3)[OH:38])[CH:3]=2)[N:8]=[C:7]([O:12][CH3:13])[C:6]=1[CH2:14][C:15]1[CH:20]=[CH:19][C:18]([C:21]([F:24])([F:23])[F:22])=[CH:17][CH:16]=1. The catalyst class is: 1. (2) Reactant: [Cl:1][C:2]1[CH:3]=[C:4]([S:9][C:10]2[N:14]([C:15]3[CH:20]=[CH:19][CH:18]=[CH:17][CH:16]=3)[N:13]=[C:12]([CH3:21])[C:11]=2[CH:22]=[CH:23][C:24]2[CH:29]=[CH:28][CH:27]=[CH:26][CH:25]=2)[CH:5]=[C:6]([Cl:8])[CH:7]=1. Product: [Cl:8][C:6]1[CH:5]=[C:4]([S:9][C:10]2[N:14]([C:15]3[CH:20]=[CH:19][CH:18]=[CH:17][CH:16]=3)[N:13]=[C:12]([CH3:21])[C:11]=2[CH2:22][CH2:23][C:24]2[CH:25]=[CH:26][CH:27]=[CH:28][CH:29]=2)[CH:3]=[C:2]([Cl:1])[CH:7]=1. The catalyst class is: 153. (3) Reactant: [Cl:1][C:2]1[C:7]([CH3:8])=[CH:6][C:5]([NH:9][CH:10]2[CH2:15][CH2:14][N:13]([C@H:16]3[CH2:21][CH2:20][C@H:19]([O:22][CH2:23][CH2:24][CH3:25])[CH2:18][CH2:17]3)[CH2:12][CH2:11]2)=[C:4]([N+:26]([O-])=O)[CH:3]=1.O.NN. Product: [Cl:1][C:2]1[CH:3]=[C:4]([NH2:26])[C:5]([NH:9][CH:10]2[CH2:15][CH2:14][N:13]([C@H:16]3[CH2:21][CH2:20][C@H:19]([O:22][CH2:23][CH2:24][CH3:25])[CH2:18][CH2:17]3)[CH2:12][CH2:11]2)=[CH:6][C:7]=1[CH3:8]. The catalyst class is: 171. (4) Reactant: [CH:1]1([NH2:7])[CH2:6][CH2:5][CH2:4][CH2:3][CH2:2]1.[Cl:8][CH2:9][CH2:10][CH2:11][CH2:12][C:13](Cl)=[O:14].[H-].[Na+]. Product: [CH:1]1([NH:7][C:13](=[O:14])[CH2:12][CH2:11][CH2:10][CH2:9][Cl:8])[CH2:6][CH2:5][CH2:4][CH2:3][CH2:2]1. The catalyst class is: 4. (5) Reactant: Cl[C:2]1[C:3]2[S:10][CH:9]=[C:8]([C:11]([NH:13][C:14]3[C:19]([F:20])=[CH:18][CH:17]=[C:16]([NH:21][S:22]([CH2:25][CH2:26][CH3:27])(=[O:24])=[O:23])[C:15]=3[F:28])=[O:12])[C:4]=2[N:5]=[CH:6][N:7]=1.C([SnH](CCCC)CCCC)CCC. Product: [F:28][C:15]1[C:16]([NH:21][S:22]([CH2:25][CH2:26][CH3:27])(=[O:23])=[O:24])=[CH:17][CH:18]=[C:19]([F:20])[C:14]=1[NH:13][C:11]([C:8]1[C:4]2[N:5]=[CH:6][N:7]=[CH:2][C:3]=2[S:10][CH:9]=1)=[O:12]. The catalyst class is: 206. (6) Reactant: [C:1]([O:7][CH2:8][CH2:9]Cl)(=[O:6])[CH2:2][C:3]([CH3:5])=O.[CH:11]1([C:14]([NH2:16])=[O:15])[CH2:13][CH2:12]1. Product: [CH:11]1([C:14]2[O:15][C:2]([C:1]([O:7][CH2:8][CH3:9])=[O:6])=[C:3]([CH3:5])[N:16]=2)[CH2:13][CH2:12]1. The catalyst class is: 13. (7) Reactant: [CH3:1][O:2][C:3]1[C:4]([N:9]2[CH2:14][CH2:13][N:12]([CH2:15][CH2:16][CH2:17][C:18]3[C:26]4[C:21](=[CH:22][CH:23]=[C:24]([N+:27]([O-])=O)[CH:25]=4)[NH:20][CH:19]=3)[CH2:11][CH2:10]2)=[N:5][CH:6]=[N:7][CH:8]=1. Product: [CH3:1][O:2][C:3]1[C:4]([N:9]2[CH2:14][CH2:13][N:12]([CH2:15][CH2:16][CH2:17][C:18]3[C:26]4[C:21](=[CH:22][CH:23]=[C:24]([NH2:27])[CH:25]=4)[NH:20][CH:19]=3)[CH2:11][CH2:10]2)=[N:5][CH:6]=[N:7][CH:8]=1. The catalyst class is: 791. (8) Reactant: [N:1]1[C:10]2[C:5](=[CH:6][CH:7]=[C:8]([C:11]([O:13][CH3:14])=[O:12])[CH:9]=2)[CH:4]=[CH:3][CH:2]=1.C(OO)(=[O:17])C. Product: [CH3:14][O:13][C:11]([C:8]1[CH:9]=[C:10]2[C:5]([CH:4]=[CH:3][CH:2]=[N+:1]2[O-:17])=[CH:6][CH:7]=1)=[O:12]. The catalyst class is: 503. (9) Reactant: [C:1]([O:5][C:6]([N:8]1[CH:13]([C:14](O)=O)[CH2:12][N:11]2[CH2:17][CH2:18][CH2:19][C@@H:10]2[CH2:9]1)=[O:7])([CH3:4])([CH3:3])[CH3:2].C(Cl)(=O)OCC(C)C.[NH2:28][C:29]1[CH:33]=[C:32]([Br:34])[S:31][C:30]=1[C:35]([NH2:37])=[O:36].C(=O)([O-])O.[Na+]. Product: [Br:34][C:32]1[S:31][C:30]2[C:35](=[O:36])[NH:37][C:14]([CH:13]3[CH2:12][N:11]4[CH2:17][CH2:18][CH2:19][C@@H:10]4[CH2:9][N:8]3[C:6]([O:5][C:1]([CH3:4])([CH3:3])[CH3:2])=[O:7])=[N:28][C:29]=2[CH:33]=1. The catalyst class is: 571. (10) Reactant: [CH3:1][O:2][C:3]([C:5]1[CH:10]=[CH:9][N:8]2[C:11](Br)=[CH:12][N:13]=[C:7]2[CH:6]=1)=[O:4].CC1(C)C(C)(C)OB([C:23]2[CH:24]=[C:25]([C:29]3[CH:33]=[CH:32][S:31][C:30]=3[C:34]#[N:35])[CH:26]=[CH:27][CH:28]=2)O1.C(=O)([O-])[O-].[Na+].[Na+]. Product: [NH3:8].[CH3:1][O:2][C:3]([C:5]1[CH:10]=[CH:9][N:8]2[C:11]([C:27]3[CH:28]=[CH:23][CH:24]=[C:25]([C:29]4[CH:33]=[CH:32][S:31][C:30]=4[C:34]#[N:35])[CH:26]=3)=[CH:12][N:13]=[C:7]2[CH:6]=1)=[O:4]. The catalyst class is: 104.